Task: Predict the product of the given reaction.. Dataset: Forward reaction prediction with 1.9M reactions from USPTO patents (1976-2016) Given the reactants [CH2:1]([O:3][C:4]1[N:16]2[C:7]([C:8]3[CH:9]=[C:10]([C:35]4[CH:40]=[CH:39][CH:38]=[CH:37][CH:36]=4)[C:11]([C:17]4[CH:22]=[CH:21][C:20]([C:23]5([NH:27]C(=O)OC(C)(C)C)[CH2:26][CH2:25][CH2:24]5)=[CH:19][CH:18]=4)=[N:12][C:13]=3[CH:14]=[CH:15]2)=[N:6][N:5]=1)[CH3:2].Cl.CCOC(C)=O, predict the reaction product. The product is: [CH2:1]([O:3][C:4]1[N:16]2[C:7]([C:8]3[CH:9]=[C:10]([C:35]4[CH:36]=[CH:37][CH:38]=[CH:39][CH:40]=4)[C:11]([C:17]4[CH:18]=[CH:19][C:20]([C:23]5([NH2:27])[CH2:24][CH2:25][CH2:26]5)=[CH:21][CH:22]=4)=[N:12][C:13]=3[CH:14]=[CH:15]2)=[N:6][N:5]=1)[CH3:2].